The task is: Predict which catalyst facilitates the given reaction.. This data is from Catalyst prediction with 721,799 reactions and 888 catalyst types from USPTO. (1) Reactant: [CH2:1]([O:3][C:4](=[O:17])[C:5]([F:16])([F:15])[CH2:6][NH:7][CH2:8][CH2:9][C:10]1[S:11][CH:12]=[CH:13][CH:14]=1)[CH3:2].[Cl:18][C:19]1[N:24]=[C:23](Cl)[C:22]([N+:26]([O-:28])=[O:27])=[CH:21][N:20]=1.C(=O)(O)[O-].[Na+]. Product: [CH2:1]([O:3][C:4](=[O:17])[C:5]([F:15])([F:16])[CH2:6][N:7]([C:21]1[C:22]([N+:26]([O-:28])=[O:27])=[CH:23][N:24]=[C:19]([Cl:18])[N:20]=1)[CH2:8][CH2:9][C:10]1[S:11][CH:12]=[CH:13][CH:14]=1)[CH3:2]. The catalyst class is: 13. (2) Reactant: [Br:1][C:2](Br)=[CH:3][C:4]1[CH:5]=[CH:6][C:7]([CH2:10][CH2:11][CH3:12])=[N:8][CH:9]=1.CC(C)([O-])C.[K+].C1(C)C=CC=CC=1. Product: [Br:1][C:2]#[C:3][C:4]1[CH:5]=[CH:6][C:7]([CH2:10][CH2:11][CH3:12])=[N:8][CH:9]=1. The catalyst class is: 6. (3) Reactant: [F:1][C:2]1[N:7]=[CH:6][C:5]([OH:8])=[CH:4][CH:3]=1.[C:9](=O)([O-])[O-].[K+].[K+].CI.CN(C=O)C. Product: [F:1][C:2]1[CH:3]=[CH:4][C:5]([O:8][CH3:9])=[CH:6][N:7]=1. The catalyst class is: 6. (4) Reactant: Cl[C@H:2]([C@H:7]([OH:11])[CH2:8][CH2:9][CH3:10])[C:3]([O:5][CH3:6])=[O:4].C(O)C.C(=O)([O-])[O-].[K+].[K+]. Product: [CH2:8]([C@H:7]1[O:11][C@@H:2]1[C:3]([O:5][CH3:6])=[O:4])[CH2:9][CH3:10]. The catalyst class is: 282. (5) Reactant: [Cl:1][C:2]1[CH:8]=[CH:7][C:5]([NH2:6])=[CH:4][CH:3]=1.[CH2:9]([C:11](=O)[C:12]([O-:14])=[O:13])[CH3:10].[CH3:16][O:17][C:18]1[CH:25]=[CH:24][CH:23]=[CH:22][C:19]=1C=C.F[C:27](F)(F)[C:28](O)=O. Product: [CH2:27]([O:14][C:12]([CH:11]1[CH2:9][CH:10]([C:19]2[CH:22]=[CH:23][CH:24]=[CH:25][C:18]=2[O:17][CH3:16])[C:7]2[C:5](=[CH:4][CH:3]=[C:2]([Cl:1])[CH:8]=2)[NH:6]1)=[O:13])[CH3:28]. The catalyst class is: 10. (6) Reactant: FC(F)(F)S(O[C:7]1[CH:8]=[C:9]2[C:14](=[CH:15][CH:16]=1)[CH:13]=[C:12]([CH2:17][N:18]1[CH2:23][CH2:22][CH:21]([C:24]([O:26][CH2:27][CH3:28])=[O:25])[CH2:20][CH2:19]1)[CH:11]=[CH:10]2)(=O)=O.[C:31]([CH:35]1[CH2:40][CH2:39][C:38](=[CH2:41])[CH2:37][CH2:36]1)([CH3:34])([CH3:33])[CH3:32].C([O-])([O-])=O.[K+].[K+].CC1(C)C2C(=C(P(C3C=CC=CC=3)C3C=CC=CC=3)C=CC=2)OC2C(P(C3C=CC=CC=3)C3C=CC=CC=3)=CC=CC1=2. Product: [C:31]([CH:35]1[CH2:36][CH2:37][C:38](=[CH:41][C:7]2[CH:8]=[C:9]3[C:14](=[CH:15][CH:16]=2)[CH:13]=[C:12]([CH2:17][N:18]2[CH2:19][CH2:20][CH:21]([C:24]([O:26][CH2:27][CH3:28])=[O:25])[CH2:22][CH2:23]2)[CH:11]=[CH:10]3)[CH2:39][CH2:40]1)([CH3:34])([CH3:33])[CH3:32]. The catalyst class is: 37. (7) Reactant: C(OC(=O)[NH:7][C:8]1[CH:13]=[CH:12][C:11]([CH:14]2[CH2:16][CH2:15]2)=[CH:10][C:9]=1[NH:17][C:18](=[O:33])[CH2:19][C:20]([C:22]1[CH:27]=[CH:26][CH:25]=[C:24]([N:28]2[CH:32]=[CH:31][N:30]=[CH:29]2)[CH:23]=1)=O)(C)(C)C.C(O)(C(F)(F)F)=O. Product: [CH:14]1([C:11]2[CH:12]=[CH:13][C:8]3[N:7]=[C:20]([C:22]4[CH:27]=[CH:26][CH:25]=[C:24]([N:28]5[CH:32]=[CH:31][N:30]=[CH:29]5)[CH:23]=4)[CH2:19][C:18](=[O:33])[NH:17][C:9]=3[CH:10]=2)[CH2:16][CH2:15]1. The catalyst class is: 2.